This data is from Forward reaction prediction with 1.9M reactions from USPTO patents (1976-2016). The task is: Predict the product of the given reaction. Given the reactants [NH2:1][C:2]1[CH:6]=[CH:5][NH:4][C:3]=1[C:7]([O:9]CC)=O.C(O)(=O)C.[CH:16](N)=[NH:17], predict the reaction product. The product is: [N:1]1[C:2]2[CH:6]=[CH:5][NH:4][C:3]=2[C:7](=[O:9])[NH:17][CH:16]=1.